Predict which catalyst facilitates the given reaction. From a dataset of Catalyst prediction with 721,799 reactions and 888 catalyst types from USPTO. (1) Reactant: [C:1]([NH:4][C:5]1[S:6][C:7]([C:11]2[S:15][C:14]([S:16](Cl)(=[O:18])=[O:17])=[CH:13][CH:12]=2)=[C:8]([CH3:10])[N:9]=1)(=[O:3])[CH3:2].C(N(CC)CC)C.[CH3:27][O:28][CH2:29][CH2:30][NH:31][CH3:32]. Product: [CH3:27][O:28][CH2:29][CH2:30][N:31]([CH3:32])[S:16]([C:14]1[S:15][C:11]([C:7]2[S:6][C:5]([NH:4][C:1](=[O:3])[CH3:2])=[N:9][C:8]=2[CH3:10])=[CH:12][CH:13]=1)(=[O:18])=[O:17]. The catalyst class is: 2. (2) Reactant: [C:1]([O:5][C:6](=[O:19])[N:7]([CH2:15][CH:16]1[CH2:18][CH2:17]1)[C:8]1[CH:9]=[N:10][CH:11]=[CH:12][C:13]=1I)([CH3:4])([CH3:3])[CH3:2].[Cl:20][C:21]1[CH:26]=[CH:25][CH:24]=[CH:23][C:22]=1B(O)O. Product: [C:1]([O:5][C:6](=[O:19])[N:7]([C:8]1[CH:9]=[N:10][CH:11]=[CH:12][C:13]=1[C:22]1[CH:23]=[CH:24][CH:25]=[CH:26][C:21]=1[Cl:20])[CH2:15][CH:16]1[CH2:18][CH2:17]1)([CH3:4])([CH3:3])[CH3:2]. The catalyst class is: 243. (3) Reactant: [C:1]([C:5]1[CH:49]=[CH:48][C:8]([C:9]([NH:11][C:12]2[CH:28]=[C:27]([NH:29][C:30](=[O:47])[C@H:31]([CH2:40][C:41]3[CH:46]=[CH:45][CH:44]=[CH:43][CH:42]=3)[NH:32]C(OC(C)(C)C)=O)[CH:26]=[CH:25][C:13]=2[C:14]([NH:16][C:17]2[CH:22]=[CH:21][C:20]([O:23][CH3:24])=[CH:19][CH:18]=2)=[O:15])=[O:10])=[CH:7][CH:6]=1)([CH3:4])([CH3:3])[CH3:2].[F:50][C:51]([F:56])([F:55])[C:52]([OH:54])=[O:53]. Product: [F:50][C:51]([F:56])([F:55])[C:52]([OH:54])=[O:53].[C:1]([C:5]1[CH:6]=[CH:7][C:8]([C:9]([NH:11][C:12]2[CH:28]=[C:27]([NH:29][C:30](=[O:47])[C@H:31]([CH2:40][C:41]3[CH:46]=[CH:45][CH:44]=[CH:43][CH:42]=3)[NH2:32])[CH:26]=[CH:25][C:13]=2[C:14]([NH:16][C:17]2[CH:22]=[CH:21][C:20]([O:23][CH3:24])=[CH:19][CH:18]=2)=[O:15])=[O:10])=[CH:48][CH:49]=1)([CH3:4])([CH3:2])[CH3:3]. The catalyst class is: 2. (4) Reactant: [CH:1]1([NH:7][CH2:8][CH2:9][CH2:10][NH2:11])[CH2:6][CH2:5][CH2:4][CH2:3][CH2:2]1.[F:12][C:13]1[CH:18]=[CH:17][CH:16]=[CH:15][C:14]=1/[CH:19]=[CH:20]/[C:21](ON1C(=O)CCC1=O)=[O:22]. Product: [CH:1]1([NH:7][CH2:8][CH2:9][CH2:10][NH:11][C:21](=[O:22])/[CH:20]=[CH:19]/[C:14]2[CH:15]=[CH:16][CH:17]=[CH:18][C:13]=2[F:12])[CH2:6][CH2:5][CH2:4][CH2:3][CH2:2]1. The catalyst class is: 1. (5) Reactant: CC(C)([O-])C.[K+].COP([CH2:13][C:14]([O:16][C:17]([CH3:20])([CH3:19])[CH3:18])=[O:15])(OC)=O.[Cl:21][C:22]1[CH:23]=[CH:24][C:25]([O:30][CH:31]([F:33])[F:32])=[C:26]([CH:29]=1)[CH:27]=O. Product: [C:17]([O:16][C:14](=[O:15])/[CH:13]=[CH:27]/[C:26]1[CH:29]=[C:22]([Cl:21])[CH:23]=[CH:24][C:25]=1[O:30][CH:31]([F:33])[F:32])([CH3:18])([CH3:19])[CH3:20]. The catalyst class is: 1. (6) Reactant: [NH:1]1[C:9]2[C:4](=[CH:5][CH:6]=[CH:7][CH:8]=2)[C:3]([CH:10]=[CH:11][C:12]([OH:14])=O)=[CH:2]1.N1C2C(=CC=CC=2)C(C=C[C:26]([OH:28])=[O:27])=C1.[F:29][C:30]1[CH:31]=[C:32]([CH:40]=[CH:41][CH:42]=1)[C:33]([NH:35][NH:36][CH:37]([CH3:39])[CH3:38])=[O:34].CN(C(ON1N=NC2[CH:54]=[CH:55][CH:56]=NC1=2)=[N+](C)C)C.F[P-](F)(F)(F)(F)F.[CH:67](N(CC)C(C)C)(C)C. Product: [F:29][C:30]1[CH:31]=[C:32]([CH:40]=[CH:41][CH:42]=1)[C:33]([NH:35][N:36]([C:12](=[O:14])/[CH:11]=[CH:10]/[C:3]1[C:4]2[C:9](=[CH:8][CH:7]=[CH:6][CH:5]=2)[N:1]([C:26]([O:28][C:55]([CH3:54])([CH3:56])[CH3:67])=[O:27])[CH:2]=1)[CH:37]([CH3:39])[CH3:38])=[O:34]. The catalyst class is: 31. (7) Reactant: [CH3:1][N:2]1[C:7](=[O:8])[C:6]2[C:9]([S:24][C:25]3[N:29]=[CH:28][NH:27][N:26]=3)=[C:10]([C:12](=O)[C:13]3[CH:18]=[CH:17][CH:16]=[CH:15][C:14]=3[C:19]([F:22])([F:21])[F:20])[S:11][C:5]=2[N:4]([CH2:30][CH:31]([CH3:33])[CH3:32])[C:3]1=[O:34].Cl. Product: [CH3:1][N:2]1[C:7](=[O:8])[C:6]2[C:9]([S:24][C:25]3[N:29]=[CH:28][NH:27][N:26]=3)=[C:10]([CH2:12][C:13]3[CH:18]=[CH:17][CH:16]=[CH:15][C:14]=3[C:19]([F:22])([F:20])[F:21])[S:11][C:5]=2[N:4]([CH2:30][CH:31]([CH3:32])[CH3:33])[C:3]1=[O:34]. The catalyst class is: 528.